Dataset: Forward reaction prediction with 1.9M reactions from USPTO patents (1976-2016). Task: Predict the product of the given reaction. (1) The product is: [C:1]([C:3]1[CH:4]=[CH:5][C:6]([NH:9][CH:10]([C:15]2[CH:16]=[C:17]([CH2:25][CH3:26])[C:18]3[O:22][CH:21]=[C:20]([CH3:23])[C:19]=3[CH:24]=2)[C:11]([OH:13])=[O:12])=[CH:7][CH:8]=1)#[N:2]. Given the reactants [C:1]([C:3]1[CH:8]=[CH:7][C:6]([NH:9][CH:10]([C:15]2[CH:16]=[C:17]([CH2:25][CH3:26])[C:18]3[O:22][CH:21]=[C:20]([CH3:23])[C:19]=3[CH:24]=2)[C:11]([O:13]C)=[O:12])=[CH:5][CH:4]=1)#[N:2].O[Li].O.C1COCC1, predict the reaction product. (2) Given the reactants FC1C=CC(/C=C/C2C=CC(S([C:19]3[N:27]=[CH:26][CH:25]=[CH:24][C:20]=3[C:21](O)=[O:22])(=O)=O)=CC=2)=CC=1.S(Cl)([Cl:30])=O, predict the reaction product. The product is: [C:21]([Cl:30])(=[O:22])[C:20]1[CH:24]=[CH:25][CH:26]=[N:27][CH:19]=1. (3) Given the reactants C1(C)C=CC(S(O)(=O)=O)=CC=1.O1[C:16]2([CH2:26][CH2:25][C:19]3([CH2:23][CH2:22][NH:21][C:20]3=[O:24])[CH2:18][CH2:17]2)[O:15]CC1.[OH-].[Na+], predict the reaction product. The product is: [C:20]1(=[O:24])[C:19]2([CH2:18][CH2:17][C:16](=[O:15])[CH2:26][CH2:25]2)[CH2:23][CH2:22][NH:21]1. (4) Given the reactants CN(C=O)C.[Br:6][C:7]1[CH:8]=[CH:9][CH:10]=[C:11]2[C:15]=1[NH:14][N:13]=[CH:12]2.Br[CH2:17][C:18]1[CH:23]=[CH:22][CH:21]=[C:20]([C:24]([F:27])([F:26])[F:25])[CH:19]=1, predict the reaction product. The product is: [Br:6][C:7]1[C:15]2[C:11](=[CH:12][N:13]([CH2:17][C:18]3[CH:23]=[CH:22][CH:21]=[C:20]([C:24]([F:25])([F:26])[F:27])[CH:19]=3)[N:14]=2)[CH:10]=[CH:9][CH:8]=1. (5) The product is: [Cl:42][C:38]1[CH:37]=[C:36]([C@H:30]2[N:29]3[C@@H:33]([CH2:34][CH2:35]/[C:27](=[CH:8]\[C:7]4[CH:10]=[CH:11][C:12]([N:13]5[CH:17]=[C:16]([CH3:18])[N:15]=[CH:14]5)=[C:5]([O:4][CH3:3])[CH:6]=4)/[C:28]3=[O:43])[CH2:32][CH2:31]2)[CH:41]=[CH:40][CH:39]=1. Given the reactants [OH-].[Li+].[CH3:3][O:4][C:5]1[CH:6]=[C:7]([CH:10]=[CH:11][C:12]=1[N:13]1[CH:17]=[C:16]([CH3:18])[N:15]=[CH:14]1)[CH:8]=O.C(OP([CH:27]1[CH2:35][CH2:34][C@@H:33]2[N:29]([C@H:30]([C:36]3[CH:41]=[CH:40][CH:39]=[C:38]([Cl:42])[CH:37]=3)[CH2:31][CH2:32]2)[C:28]1=[O:43])(=O)OCC)C.C(O)C, predict the reaction product. (6) The product is: [Cl:1][C:2]([C:4]12[CH2:13][C:8]3([O:14][Si:23]([CH3:25])([CH3:24])[CH3:22])[CH2:9][CH:10]([CH2:12][C:6]([C:15]([Cl:17])=[O:16])([CH2:7]3)[CH2:5]1)[CH2:11]2)=[O:3]. Given the reactants [Cl:1][C:2]([C:4]12[CH2:13][C:8]3([OH:14])[CH2:9][CH:10]([CH2:12][C:6]([C:15]([Cl:17])=[O:16])([CH2:7]3)[CH2:5]1)[CH2:11]2)=[O:3].CN(C)C.[CH3:22][Si:23](Cl)([CH3:25])[CH3:24], predict the reaction product. (7) Given the reactants [F:1][C:2]1[CH:7]=[C:6]([OH:8])[CH:5]=[CH:4][C:3]=1[CH2:9][C:10]([O:12][CH3:13])=[O:11].[CH3:14][O:15][CH2:16][C:17]1[CH:18]=[N:19][C:20]([N:23]2[CH2:28][CH2:27][CH:26]([C@H:29]3[CH2:31][C@H:30]3[CH2:32][CH2:33]O)[CH2:25][CH2:24]2)=[N:21][CH:22]=1.C1(P(C2C=CC=CC=2)C2C=CC=CC=2)C=CC=CC=1.N(C(OC(C)(C)C)=O)=NC(OC(C)(C)C)=O, predict the reaction product. The product is: [CH3:13][O:12][C:10](=[O:11])[CH2:9][C:3]1[CH:4]=[CH:5][C:6]([O:8][CH2:33][CH2:32][C@@H:30]2[CH2:31][C@@H:29]2[CH:26]2[CH2:27][CH2:28][N:23]([C:20]3[N:19]=[CH:18][C:17]([CH2:16][O:15][CH3:14])=[CH:22][N:21]=3)[CH2:24][CH2:25]2)=[CH:7][C:2]=1[F:1]. (8) The product is: [F:17][C:14]1[CH:15]=[C:16]2[C:11](=[CH:12][CH:13]=1)[NH:10][CH:9]=[C:8]2[C:6]1[CH:5]=[CH:4][N:3]=[C:2]([NH:25][C:26]2[CH:27]=[CH:28][C:29]([N:32]3[CH2:37][CH2:36][N:35]([C:38]([O:40][CH2:41][CH2:42][N:43]([CH3:45])[CH3:44])=[O:39])[CH2:34][CH2:33]3)=[CH:30][CH:31]=2)[N:7]=1. Given the reactants Cl[C:2]1[N:7]=[C:6]([C:8]2[C:16]3[C:11](=[CH:12][CH:13]=[C:14]([F:17])[CH:15]=3)[N:10](C(OC(C)(C)C)=O)[CH:9]=2)[CH:5]=[CH:4][N:3]=1.[NH2:25][C:26]1[CH:31]=[CH:30][C:29]([N:32]2[CH2:37][CH2:36][N:35]([C:38]([O:40][CH2:41][CH2:42][N:43]([CH3:45])[CH3:44])=[O:39])[CH2:34][CH2:33]2)=[CH:28][CH:27]=1, predict the reaction product. (9) The product is: [N:19]1[CH:9]=[CH:10][CH:11]=[C:6]([CH:5]([N:12]2[CH:16]=[C:15]([NH2:17])[CH:14]=[N:13]2)[CH2:4][CH3:3])[CH:7]=1. Given the reactants CN(C)[CH2:3][CH2:4][CH:5]([N:12]1[CH:16]=[C:15]([NH2:17])[CH:14]=[N:13]1)[C:6]1[CH:11]=[CH:10][CH:9]=C[CH:7]=1.[N:19]1C=CC=C(C(O)CC)C=1, predict the reaction product. (10) Given the reactants [F:1][C:2]1[C:7]([F:8])=[C:6]([C:9]#[C:10][C:11]2[C:17]([C:18]#[C:19][C:20]3[C:25]([F:26])=[C:24]([F:27])[N:23]=[C:22]([F:28])[C:21]=3[F:29])=[CH:16][CH:15]=[CH:14][C:12]=2[NH2:13])[C:5]([F:30])=[C:4]([F:31])[N:3]=1.P(Cl)(Cl)([Cl:34])=O.[NH2:37][C@H:38]([C:44](O)=[O:45])[CH2:39][CH2:40][CH2:41][CH2:42][NH2:43].[ClH:47], predict the reaction product. The product is: [ClH:34].[ClH:47].[NH2:37][CH:38]([CH2:39][CH2:40][CH2:41][CH2:42][NH2:43])[C:44]([NH:13][C:12]1[CH:14]=[CH:15][CH:16]=[C:17]([C:18]#[C:19][C:20]2[C:25]([F:26])=[C:24]([F:27])[N:23]=[C:22]([F:28])[C:21]=2[F:29])[C:11]=1[C:10]#[C:9][C:6]1[C:5]([F:30])=[C:4]([F:31])[N:3]=[C:2]([F:1])[C:7]=1[F:8])=[O:45].